This data is from Forward reaction prediction with 1.9M reactions from USPTO patents (1976-2016). The task is: Predict the product of the given reaction. (1) The product is: [CH2:2]1[C:35]2[C:41](=[CH:40][CH:39]=[C:37]([NH:38][C:2]3[N:7]=[C:6]([C:8]4[C:9]([C:17]5[CH:18]=[C:19]([NH:23][C:24](=[O:33])[C:25]6[CH:30]=[CH:29][CH:28]=[CH:27][CH:26]=6)[CH:20]=[CH:21][CH:22]=5)=[N:10][N:11]5[CH:16]=[CH:15][CH:14]=[CH:13][C:12]=45)[CH:5]=[CH:4][N:3]=3)[CH:36]=2)[CH2:5][CH2:4][NH:3]1. Given the reactants Cl[C:2]1[N:7]=[C:6]([C:8]2[C:9]([C:17]3[CH:18]=[C:19]([NH:23][C:24](=[O:33])[C:25]4[C:30](F)=[CH:29][CH:28]=[CH:27][C:26]=4F)[CH:20]=[CH:21][CH:22]=3)=[N:10][N:11]3[CH:16]=[CH:15][CH:14]=[CH:13][C:12]=23)[CH:5]=[CH:4][N:3]=1.Cl[C:35]1[CH:36]=[C:37]([CH:39]=[CH:40][C:41]=1OC)[NH2:38], predict the reaction product. (2) Given the reactants C([N:8]1[CH2:33][CH2:32][C:11]2([N:15]([CH2:16][CH2:17][C:18]3[CH:23]=[CH:22][C:21]([O:24][CH3:25])=[CH:20][CH:19]=3)[C:14](=[O:26])[N:13]([CH2:27][CH:28]3[CH2:30][CH2:29]3)[C:12]2=[O:31])[CH2:10][CH2:9]1)C1C=CC=CC=1.[H][H], predict the reaction product. The product is: [CH:28]1([CH2:27][N:13]2[C:12](=[O:31])[C:11]3([CH2:32][CH2:33][NH:8][CH2:9][CH2:10]3)[N:15]([CH2:16][CH2:17][C:18]3[CH:19]=[CH:20][C:21]([O:24][CH3:25])=[CH:22][CH:23]=3)[C:14]2=[O:26])[CH2:30][CH2:29]1.